Dataset: Catalyst prediction with 721,799 reactions and 888 catalyst types from USPTO. Task: Predict which catalyst facilitates the given reaction. (1) Reactant: [CH3:1][O:2][P:3]([CH2:7][CH2:8][C@@H:9]([OH:26])[C@@H:10]([OH:25])[C@@H:11]([OH:24])[CH2:12][N:13]([O:16]CC1C=CC=CC=1)[CH:14]=[O:15])(=[O:6])[O:4][CH3:5].CC1C=C2N=C3C(=NC(NC3=O)=O)N(C[C@H](O)[C@H](O)[C@H](O)CO)C2=CC=1C. Product: [CH3:1][O:2][P:3]([CH2:7][CH2:8][C@@H:9]([OH:26])[C@@H:10]([OH:25])[C@@H:11]([OH:24])[CH2:12][N:13]([CH:14]=[O:15])[OH:16])(=[O:6])[O:4][CH3:5]. The catalyst class is: 19. (2) The catalyst class is: 8. Reactant: Br[CH2:2][C:3]1[CH:12]=[C:11]2[C:6]([C:7]([C:14]3[CH:19]=[CH:18][CH:17]=[C:16]([F:20])[CH:15]=3)=[CH:8][C:9](=[O:13])[O:10]2)=[CH:5][CH:4]=1.[N-:21]=[N+:22]=[N-:23].[Na+]. Product: [N:21]([CH2:2][C:3]1[CH:12]=[C:11]2[C:6]([C:7]([C:14]3[CH:19]=[CH:18][CH:17]=[C:16]([F:20])[CH:15]=3)=[CH:8][C:9](=[O:13])[O:10]2)=[CH:5][CH:4]=1)=[N+:22]=[N-:23]. (3) Reactant: [N:1]([CH2:4][C:5]1[CH:19]=[C:18]([Cl:20])[CH:17]=[CH:16][C:6]=1[CH2:7][NH:8][C:9](=[O:15])[O:10][C:11]([CH3:14])([CH3:13])[CH3:12])=[N+]=[N-].C1(P(C2C=CC=CC=2)C2C=CC=CC=2)C=CC=CC=1. Product: [NH2:1][CH2:4][C:5]1[CH:19]=[C:18]([Cl:20])[CH:17]=[CH:16][C:6]=1[CH2:7][NH:8][C:9](=[O:15])[O:10][C:11]([CH3:14])([CH3:13])[CH3:12]. The catalyst class is: 6. (4) Reactant: Cl.[Br:2][C:3]1[CH:4]=[C:5]([CH:8]=[CH:9][CH:10]=1)[CH2:6][NH2:7].[C:11]([O:15][C:16](O[C:16]([O:15][C:11]([CH3:14])([CH3:13])[CH3:12])=[O:17])=[O:17])([CH3:14])([CH3:13])[CH3:12].C(N(CC)CC)C. Product: [Br:2][C:3]1[CH:4]=[C:5]([CH:8]=[CH:9][CH:10]=1)[CH2:6][NH:7][C:16](=[O:17])[O:15][C:11]([CH3:14])([CH3:13])[CH3:12]. The catalyst class is: 4. (5) Reactant: [OH-].[Na+].[CH3:3][O:4][C:5]1[CH:10]=[CH:9][C:8]([CH2:11][C:12]#[N:13])=[CH:7][CH:6]=1.[C:14]1(=[O:20])[CH2:19][CH2:18][CH2:17][CH2:16][CH2:15]1. Product: [C:12]([CH:11]([C:8]1[CH:9]=[CH:10][C:5]([O:4][CH3:3])=[CH:6][CH:7]=1)[C:14]1([OH:20])[CH2:19][CH2:18][CH2:17][CH2:16][CH2:15]1)#[N:13]. The catalyst class is: 6. (6) Reactant: [CH2:1]([O:3][C:4]([C:6]1[CH:7]=[N:8][C:9]2[C:14]([C:15]=1Cl)=[CH:13][C:12]([Cl:17])=[CH:11][CH:10]=2)=[O:5])[CH3:2].[CH2:18]([C:25]1[CH:30]=[CH:29][C:28]([NH2:31])=[CH:27][CH:26]=1)[C:19]1[CH:24]=[CH:23][CH:22]=[CH:21][CH:20]=1.O. The catalyst class is: 155. Product: [CH2:18]([C:25]1[CH:26]=[CH:27][C:28]([NH:31][C:15]2[C:14]3[C:9](=[CH:10][CH:11]=[C:12]([Cl:17])[CH:13]=3)[N:8]=[CH:7][C:6]=2[C:4]([O:3][CH2:1][CH3:2])=[O:5])=[CH:29][CH:30]=1)[C:19]1[CH:20]=[CH:21][CH:22]=[CH:23][CH:24]=1. (7) Product: [CH2:26]([N:3]([CH2:1][CH3:2])[C:4](=[O:25])[C:5]1[CH:10]=[CH:9][C:8]([CH2:11][N:12]2[C:20]3[CH2:19][CH2:18][N:17]([CH3:28])[CH2:16][C:15]=3[C:14]([C:21]([F:24])([F:23])[F:22])=[N:13]2)=[CH:7][CH:6]=1)[CH3:27]. Reactant: [CH2:1]([N:3]([CH2:26][CH3:27])[C:4](=[O:25])[C:5]1[CH:10]=[CH:9][C:8]([CH2:11][N:12]2[C:20]3[CH2:19][CH2:18][NH:17][CH2:16][C:15]=3[C:14]([C:21]([F:24])([F:23])[F:22])=[N:13]2)=[CH:7][CH:6]=1)[CH3:2].[CH2:28]=O. The catalyst class is: 106.